From a dataset of Full USPTO retrosynthesis dataset with 1.9M reactions from patents (1976-2016). Predict the reactants needed to synthesize the given product. (1) Given the product [C:1]([O:5][C:6]([N:8]1[CH2:9][CH2:10][CH:11]([C:14]2[O:15][C:18]([C:20]3[C:21]([NH2:27])=[N:22][CH:23]=[C:24]([Br:26])[CH:25]=3)=[N:17][N:16]=2)[CH2:12][CH2:13]1)=[O:7])([CH3:2])([CH3:3])[CH3:4], predict the reactants needed to synthesize it. The reactants are: [C:1]([O:5][C:6]([N:8]1[CH2:13][CH2:12][CH:11]([C:14]([NH:16][NH:17][C:18]([C:20]2[C:21]([NH2:27])=[N:22][CH:23]=[C:24]([Br:26])[CH:25]=2)=O)=[O:15])[CH2:10][CH2:9]1)=[O:7])([CH3:4])([CH3:3])[CH3:2].C1CCN2C(=NCCC2)CC1.C1C=CC(P(C2C=CC=CC=2)C2C=CC=CC=2)=CC=1.C(Cl)(Cl)(Cl)Cl. (2) Given the product [C:30]1([CH:7]([C:1]2[CH:2]=[CH:3][CH:4]=[CH:5][CH:6]=2)[N:8]2[C:16]3[C:11](=[CH:12][CH:13]=[CH:14][CH:15]=3)[CH:10]([C:17]3[CH:18]=[C:19]4[C:24](=[CH:25][C:26]=3[OH:27])[N:23]=[CH:22][CH:21]=[N:20]4)[C:9]2=[O:29])[CH:31]=[CH:32][CH:33]=[CH:34][CH:35]=1, predict the reactants needed to synthesize it. The reactants are: [C:1]1([CH:7]([C:30]2[CH:35]=[CH:34][CH:33]=[CH:32][CH:31]=2)[N:8]2[C:16]3[C:11](=[CH:12][CH:13]=[CH:14][CH:15]=3)[C:10](O)([C:17]3[CH:18]=[C:19]4[C:24](=[CH:25][C:26]=3[OH:27])[N:23]=[CH:22][CH:21]=[N:20]4)[C:9]2=[O:29])[CH:6]=[CH:5][CH:4]=[CH:3][CH:2]=1. (3) The reactants are: [Mg+2].[Cl-].[Cl-].[Cl:4][C:5]1[CH:10]=[CH:9][CH:8]=[CH:7][C:6]=1[C:11](=[O:18])[CH2:12][N:13]1[N:17]=[N:16][CH:15]=[N:14]1.C1N=C(N)C2N=CN([C@@H]3O[C@H](COP(OP(OC[C@H]4O[C@@H](N5C=C(C(N)=O)CC=C5)[C@H](O)[C@@H]4O)(O)=O)(O)=O)[C@@H](O)[C@H]3O)C=2N=1.ClC1C=CC=CC=1[C@@H](O)CN1N=NC=N1. Given the product [Cl:4][C:5]1[CH:10]=[CH:9][CH:8]=[CH:7][C:6]=1[CH:11]([OH:18])[CH2:12][N:13]1[N:17]=[N:16][CH:15]=[N:14]1, predict the reactants needed to synthesize it. (4) Given the product [ClH:1].[OH:16][C:15]1[C:10]2[CH2:9][CH2:8][CH2:7][C:6]3[CH:33]=[C:2]([N:41]4[CH2:42][CH2:43][C:37]5([CH2:38][CH2:39][N:35]([CH3:34])[CH2:36]5)[CH2:40]4)[CH:3]=[CH:4][C:5]=3[C:11]=2[NH:12][C:13](=[O:21])[C:14]=1[C:17]([OH:19])=[O:18], predict the reactants needed to synthesize it. The reactants are: [Cl:1][C:2]1[CH:3]=[CH:4][C:5]2[C:11]3[N:12](CC4C=CC(OC)=CC=4OC)[C:13](=[O:21])[C:14]([C:17]([O:19]C)=[O:18])=[C:15]([OH:16])[C:10]=3[CH2:9][CH2:8][CH2:7][C:6]=2[CH:33]=1.[CH3:34][N:35]1[CH2:39][CH2:38][C:37]2([CH2:43][CH2:42][NH:41][CH2:40]2)[CH2:36]1. (5) Given the product [Cl:19][C:17]1[CH:16]=[CH:15][C:4]2[C:5]3[C:9]([CH3:10])=[N:8][O:7][C:6]=3[C:11]3([CH2:13][CH2:12]3)[N:14]=[C:2]([C:24]3[CH:25]=[CH:26][C:21]([F:20])=[CH:22][CH:23]=3)[C:3]=2[CH:18]=1, predict the reactants needed to synthesize it. The reactants are: Cl[C:2]1[C:3]2[CH:18]=[C:17]([Cl:19])[CH:16]=[CH:15][C:4]=2[C:5]2[C:9]([CH3:10])=[N:8][O:7][C:6]=2[C:11]2([N:14]=1)[CH2:13][CH2:12]2.[F:20][C:21]1[CH:26]=[CH:25][C:24](B(O)O)=[CH:23][CH:22]=1.C([O-])([O-])=O.[Na+].[Na+].